The task is: Predict the reactants needed to synthesize the given product.. This data is from Full USPTO retrosynthesis dataset with 1.9M reactions from patents (1976-2016). (1) Given the product [CH2:2]([O:15][C:14]1[CH:13]=[CH:12][C:9]([CH:10]=[O:11])=[CH:8][C:7]=1[Cl:6])[CH2:3][CH2:4][CH3:5], predict the reactants needed to synthesize it. The reactants are: Br[CH2:2][CH2:3][CH2:4][CH3:5].[Cl:6][C:7]1[CH:8]=[C:9]([CH:12]=[CH:13][C:14]=1[OH:15])[CH:10]=[O:11].BrCCC.OC1C=CC(C=O)=CC=1. (2) The reactants are: [OH:1][C:2]1[C:7]2[C:8](=[O:19])[N:9]3[CH:17]([CH3:18])[CH2:16][C:11]4[CH:12]=[CH:13][CH:14]=[C:15]([C:10]3=4)[C:6]=2[O:5][C:4](=[O:20])[CH:3]=1.[Br:21]N1C(=O)CCC1=O. Given the product [Br:21][C:3]1[C:4](=[O:20])[O:5][C:6]2[C:15]3[C:10]4=[C:11]([CH2:16][CH:17]([CH3:18])[N:9]4[C:8](=[O:19])[C:7]=2[C:2]=1[OH:1])[CH:12]=[CH:13][CH:14]=3, predict the reactants needed to synthesize it. (3) Given the product [CH3:13][O:12][C:9]1[CH:10]=[C:11]2[C:6]([CH:5]=[C:4]([NH:14][C:15]3[CH:19]=[C:18]([CH3:20])[NH:17][N:16]=3)[N:3]=[C:2]2[C:21]2[CH:26]=[CH:25][CH:24]=[CH:23][CH:22]=2)=[CH:7][CH:8]=1, predict the reactants needed to synthesize it. The reactants are: Cl[C:2]1[C:11]2[C:6](=[CH:7][CH:8]=[C:9]([O:12][CH3:13])[CH:10]=2)[CH:5]=[C:4]([NH:14][C:15]2[CH:19]=[C:18]([CH3:20])[NH:17][N:16]=2)[N:3]=1.[C:21]1(B(O)O)[CH:26]=[CH:25][CH:24]=[CH:23][CH:22]=1. (4) Given the product [OH:57][C:54]1[CH:55]=[CH:56][C:51]([CH2:50][CH2:49][S:1][C@@H:7]([CH2:11][C:12]2[CH:17]=[CH:16][C:15]([CH2:18][CH2:19][O:20][C:21]3[CH:26]=[CH:25][C:24]([O:27][S:28]([CH3:31])(=[O:30])=[O:29])=[CH:23][CH:22]=3)=[CH:14][CH:13]=2)[C:8]([O-:10])=[O:9])=[CH:52][CH:53]=1.[C:61]([NH3+:65])([CH3:64])([CH3:63])[CH3:62], predict the reactants needed to synthesize it. The reactants are: [S:1](=O)(=O)(O)O.Cl[CH:7]([CH2:11][C:12]1[CH:17]=[CH:16][C:15]([CH2:18][CH2:19][O:20][C:21]2[CH:26]=[CH:25][C:24]([O:27][S:28]([CH3:31])(=[O:30])=[O:29])=[CH:23][CH:22]=2)=[CH:14][CH:13]=1)[C:8]([O-:10])=[O:9].[NH4+].C(OC)(OC)OC.C(O[CH2:49][CH2:50][C:51]1[CH:56]=[CH:55][C:54]([OH:57])=[CH:53][CH:52]=1)(=S)C1C=CC=CC=1.C[O-].[Na+].[C:61]([NH2:65])([CH3:64])([CH3:63])[CH3:62]. (5) The reactants are: C([O:3][C:4]([C:6]1[C:7]([CH3:23])=[N:8][C:9]([NH:12][CH2:13][CH2:14][CH2:15][CH:16]2[CH2:21][CH2:20][N:19]([CH3:22])[CH2:18][CH2:17]2)=[N:10][CH:11]=1)=O)C.[H-].C([Al+]CC(C)C)C(C)C. Given the product [CH3:23][C:7]1[C:6]([CH2:4][OH:3])=[CH:11][N:10]=[C:9]([NH:12][CH2:13][CH2:14][CH2:15][CH:16]2[CH2:21][CH2:20][N:19]([CH3:22])[CH2:18][CH2:17]2)[N:8]=1, predict the reactants needed to synthesize it. (6) Given the product [F:7][C:8]1[CH:13]=[CH:12][C:11]([O:14][CH3:15])=[CH:10][C:9]=1[C:16]1[CH:21]=[CH:20][C:19]([CH2:22][OH:23])=[CH:18][C:17]=1[CH2:26][N:27]1[CH2:32][CH2:31][CH2:30][CH2:29][CH2:28]1, predict the reactants needed to synthesize it. The reactants are: [H-].[H-].[H-].[H-].[Li+].[Al+3].[F:7][C:8]1[CH:13]=[CH:12][C:11]([O:14][CH3:15])=[CH:10][C:9]=1[C:16]1[CH:21]=[CH:20][C:19]([C:22](OC)=[O:23])=[CH:18][C:17]=1[CH2:26][N:27]1[CH2:32][CH2:31][CH2:30][CH2:29][CH2:28]1.